Dataset: Forward reaction prediction with 1.9M reactions from USPTO patents (1976-2016). Task: Predict the product of the given reaction. (1) Given the reactants [Cl:1][C:2]1[CH:3]=[C:4]([NH:16][C:17]2[C:26]3[C:21](=[CH:22][CH:23]=[CH:24][C:25]=3[O:27][C@@H:28]([CH3:32])[C:29]([NH2:31])=[O:30])[N:20]=[CH:19][N:18]=2)[CH:5]=[CH:6][C:7]=1[O:8][CH2:9][C:10]1[CH:15]=[CH:14][CH:13]=[CH:12][N:11]=1.O1CCC[CH2:34]1, predict the reaction product. The product is: [CH3:10][NH2:11].[Cl:1][C:2]1[CH:3]=[C:4]([NH:16][C:17]2[C:26]3[C:21](=[CH:22][CH:23]=[CH:24][C:25]=3[O:27][C@@H:28]([CH3:32])[C:29]([NH:31][CH3:34])=[O:30])[N:20]=[CH:19][N:18]=2)[CH:5]=[CH:6][C:7]=1[O:8][CH2:9][C:10]1[CH:15]=[CH:14][CH:13]=[CH:12][N:11]=1. (2) Given the reactants [CH2:1]([N:3]1[C:7]([NH2:8])=[CH:6][C:5]([C:9]2[CH:14]=[CH:13][N:12]=[CH:11][CH:10]=2)=[N:4]1)[CH3:2].[C:15]([NH:22][C@H:23]([C:31](O)=[O:32])[CH2:24][C:25]1[CH:30]=[CH:29][CH:28]=[CH:27][CH:26]=1)([O:17][C:18]([CH3:21])([CH3:20])[CH3:19])=[O:16].C(Cl)CCl, predict the reaction product. The product is: [CH2:1]([N:3]1[C:7]([NH:8][C:31](=[O:32])[C@@H:23]([NH:22][C:15](=[O:16])[O:17][C:18]([CH3:19])([CH3:20])[CH3:21])[CH2:24][C:25]2[CH:30]=[CH:29][CH:28]=[CH:27][CH:26]=2)=[CH:6][C:5]([C:9]2[CH:14]=[CH:13][N:12]=[CH:11][CH:10]=2)=[N:4]1)[CH3:2]. (3) Given the reactants [CH3:1][O:2][C:3](=[O:17])[CH2:4][O:5][C:6]1[CH:15]=[CH:14][C:13]([SH:16])=[C:12]2[C:7]=1[CH2:8][CH2:9][CH2:10][O:11]2.Cl[CH2:19][C:20]1[S:24][C:23]([C:25]2[CH:30]=[CH:29][C:28]([C:31]([F:34])([F:33])[F:32])=[CH:27][CH:26]=2)=[N:22][C:21]=1[CH3:35].C(=O)([O-])[O-].[Cs+].[Cs+], predict the reaction product. The product is: [CH3:1][O:2][C:3](=[O:17])[CH2:4][O:5][C:6]1[CH:15]=[CH:14][C:13]([S:16][CH2:19][C:20]2[S:24][C:23]([C:25]3[CH:26]=[CH:27][C:28]([C:31]([F:34])([F:32])[F:33])=[CH:29][CH:30]=3)=[N:22][C:21]=2[CH3:35])=[C:12]2[C:7]=1[CH2:8][CH2:9][CH2:10][O:11]2. (4) Given the reactants C(OC([N:8]1[CH2:13][CH2:12][N:11]([CH2:14][CH2:15][O:16][C:17]2[CH:26]=[CH:25][CH:24]=[C:23]3[C:18]=2[C:19]([NH2:28])=[N:20][C:21]([NH2:27])=[N:22]3)[CH2:10][CH2:9]1)=O)(C)(C)C.[F:29][C:30]([F:35])([F:34])[C:31]([OH:33])=[O:32], predict the reaction product. The product is: [F:29][C:30]([F:35])([F:34])[C:31]([OH:33])=[O:32].[N:11]1([CH2:14][CH2:15][O:16][C:17]2[CH:26]=[CH:25][CH:24]=[C:23]3[C:18]=2[C:19]([NH2:28])=[N:20][C:21]([NH2:27])=[N:22]3)[CH2:12][CH2:13][NH:8][CH2:9][CH2:10]1. (5) Given the reactants [C:1]([C:6]1[CH:7]=[C:8]([C:27]#[N:28])[C:9]([N:14]2[CH2:19][CH2:18][CH:17]([C:20]([O:22]C(C)(C)C)=[O:21])[CH2:16][CH2:15]2)=[N:10][C:11]=1[O:12][CH3:13])(=[O:5])[CH2:2][CH2:3][CH3:4], predict the reaction product. The product is: [C:1]([C:6]1[CH:7]=[C:8]([C:27]#[N:28])[C:9]([N:14]2[CH2:19][CH2:18][CH:17]([C:20]([OH:22])=[O:21])[CH2:16][CH2:15]2)=[N:10][C:11]=1[O:12][CH3:13])(=[O:5])[CH2:2][CH2:3][CH3:4]. (6) Given the reactants C([Li])CCC.Br[C:7]1[CH:8]=[C:9]([CH3:16])[CH:10]=[CH:11][C:12]=1[O:13][CH2:14][CH3:15].[CH2:17]([O:24][C@@H:25]1[C@@H:31]([O:32][CH2:33][C:34]2[CH:39]=[CH:38][CH:37]=[CH:36][CH:35]=2)[C@H:30]([O:40][CH2:41][C:42]2[CH:47]=[CH:46][CH:45]=[CH:44][CH:43]=2)[C@@H:29]([CH2:48][O:49][CH2:50][C:51]2[CH:56]=[CH:55][CH:54]=[CH:53][CH:52]=2)[O:28][C:26]1=[O:27])[C:18]1[CH:23]=[CH:22][CH:21]=[CH:20][CH:19]=1.[Cl-].[NH4+], predict the reaction product. The product is: [CH2:17]([O:24][C@@H:25]1[C@@H:31]([O:32][CH2:33][C:34]2[CH:39]=[CH:38][CH:37]=[CH:36][CH:35]=2)[C@H:30]([O:40][CH2:41][C:42]2[CH:43]=[CH:44][CH:45]=[CH:46][CH:47]=2)[C@@H:29]([CH2:48][O:49][CH2:50][C:51]2[CH:52]=[CH:53][CH:54]=[CH:55][CH:56]=2)[O:28][C:26]1([C:7]1[CH:8]=[C:9]([CH3:16])[CH:10]=[CH:11][C:12]=1[O:13][CH2:14][CH3:15])[OH:27])[C:18]1[CH:19]=[CH:20][CH:21]=[CH:22][CH:23]=1.